Dataset: Full USPTO retrosynthesis dataset with 1.9M reactions from patents (1976-2016). Task: Predict the reactants needed to synthesize the given product. (1) Given the product [F:63][C:24]([F:23])([CH2:60][CH2:61][CH3:62])[CH2:25][C@H:26]([NH:51][C:52]([N:54]1[CH2:55][CH2:56][O:57][CH2:58][CH2:59]1)=[O:53])[C:27](=[O:50])[NH:28][C@H:29]([C:32]([C:33]1[O:34][C:35]([C:38]2[CH:43]=[CH:42][C:41]([O:44][C:45]([F:46])([F:47])[F:48])=[CH:40][CH:39]=2)=[N:36][N:37]=1)=[O:49])[CH2:30][CH3:31], predict the reactants needed to synthesize it. The reactants are: CC(OI1(OC(C)=O)(OC(C)=O)OC(=O)C2C=CC=CC1=2)=O.[F:23][C:24]([F:63])([CH2:60][CH2:61][CH3:62])[CH2:25][C@H:26]([NH:51][C:52]([N:54]1[CH2:59][CH2:58][O:57][CH2:56][CH2:55]1)=[O:53])[C:27](=[O:50])[NH:28][C@H:29]([CH:32]([OH:49])[C:33]1[O:34][C:35]([C:38]2[CH:43]=[CH:42][C:41]([O:44][C:45]([F:48])([F:47])[F:46])=[CH:40][CH:39]=2)=[N:36][N:37]=1)[CH2:30][CH3:31].[O-]S([O-])(=S)=O.[Na+].[Na+]. (2) The reactants are: [Cl:1][C:2]1[CH:7]=[CH:6][C:5]([CH:8](O)[C:9]2[C:10]([C:24]([O:26][CH2:27][CH3:28])=[O:25])=[N:11][N:12]([CH2:15][C:16]3[CH:21]=[CH:20][C:19]([O:22][CH3:23])=[CH:18][CH:17]=3)[C:13]=2[CH3:14])=[CH:4][CH:3]=1.[NH2:30][C:31]1[CH:32]=[C:33]([CH3:39])[C:34](=[O:38])[N:35]([CH3:37])[CH:36]=1. Given the product [Cl:1][C:2]1[CH:7]=[CH:6][C:5]([CH:8]([NH:30][C:31]2[CH:32]=[C:33]([CH3:39])[C:34](=[O:38])[N:35]([CH3:37])[CH:36]=2)[C:9]2[C:10]([C:24]([O:26][CH2:27][CH3:28])=[O:25])=[N:11][N:12]([CH2:15][C:16]3[CH:21]=[CH:20][C:19]([O:22][CH3:23])=[CH:18][CH:17]=3)[C:13]=2[CH3:14])=[CH:4][CH:3]=1, predict the reactants needed to synthesize it. (3) Given the product [Br:2][C:3]1[CH:4]=[C:5]([CH2:8][O:9][CH:10]2[CH2:11][N:12]([C:58](=[O:59])/[CH:57]=[CH:56]/[C:51]3[CH:50]=[C:49]4[C:54](=[N:53][CH:52]=3)[NH:55][C:46](=[O:45])[CH2:47][CH2:48]4)[CH2:13]2)[S:6][CH:7]=1, predict the reactants needed to synthesize it. The reactants are: Cl.[Br:2][C:3]1[CH:4]=[C:5]([CH2:8][O:9][CH:10]2[CH2:13][NH:12][CH2:11]2)[S:6][CH:7]=1.CCN=C=NCCCN(C)C.C1C=CC2N(O)N=NC=2C=1.C(N(C(C)C)CC)(C)C.Cl.[O:45]=[C:46]1[NH:55][C:54]2[N:53]=[CH:52][C:51](/[CH:56]=[CH:57]/[C:58](O)=[O:59])=[CH:50][C:49]=2[CH2:48][CH2:47]1. (4) Given the product [F:21][C:19]1([F:22])[O:18][C:17]2[CH:23]=[CH:24][C:14]([C:11]3([C:9]([NH:8][C:6]4[N:7]=[C:2]([C:33]5[C:28]([O:27][CH3:26])=[N:29][CH:30]=[C:31]([CH3:37])[CH:32]=5)[CH:3]=[C:4]([CH3:25])[CH:5]=4)=[O:10])[CH2:13][CH2:12]3)=[CH:15][C:16]=2[O:20]1, predict the reactants needed to synthesize it. The reactants are: Cl[C:2]1[N:7]=[C:6]([NH:8][C:9]([C:11]2([C:14]3[CH:24]=[CH:23][C:17]4[O:18][C:19]([F:22])([F:21])[O:20][C:16]=4[CH:15]=3)[CH2:13][CH2:12]2)=[O:10])[CH:5]=[C:4]([CH3:25])[CH:3]=1.[CH3:26][O:27][C:28]1[C:33](B(O)O)=[CH:32][C:31]([CH3:37])=[CH:30][N:29]=1.C([O-])([O-])=O.[Na+].[Na+].